From a dataset of Full USPTO retrosynthesis dataset with 1.9M reactions from patents (1976-2016). Predict the reactants needed to synthesize the given product. (1) Given the product [CH:8]1([NH:11][C:12](=[O:13])[NH:14][C:15]2[CH:20]=[CH:19][C:18]([O:21][C:22]3[CH:27]=[CH:26][N:25]=[C:24]4[CH:28]=[C:29]([C:31]5[N:32]=[CH:33][C:34]([CH2:37][N:38]([CH2:39][CH2:40][O:41][CH3:42])[CH:1]=[O:3])=[CH:35][CH:36]=5)[S:30][C:23]=34)=[C:17]([F:43])[CH:16]=2)[CH2:10][CH2:9]1, predict the reactants needed to synthesize it. The reactants are: [C:1](OC(=O)C)(=[O:3])C.[CH:8]1([NH:11][C:12]([NH:14][C:15]2[CH:20]=[CH:19][C:18]([O:21][C:22]3[CH:27]=[CH:26][N:25]=[C:24]4[CH:28]=[C:29]([C:31]5[CH:36]=[CH:35][C:34]([CH2:37][NH:38][CH2:39][CH2:40][O:41][CH3:42])=[CH:33][N:32]=5)[S:30][C:23]=34)=[C:17]([F:43])[CH:16]=2)=[O:13])[CH2:10][CH2:9]1.CO.C(Cl)Cl. (2) Given the product [O:36]1[CH2:30][CH2:29][N:32]([CH2:2][CH2:3][O:4][C:5]2[CH:14]=[CH:13][C:8]([C:9]([O:11][CH3:12])=[O:10])=[CH:7][CH:6]=2)[CH2:34][CH2:35]1, predict the reactants needed to synthesize it. The reactants are: Br[CH2:2][CH2:3][O:4][C:5]1[CH:14]=[CH:13][C:8]([C:9]([O:11][CH3:12])=[O:10])=[CH:7][CH:6]=1.C1C2[CH2:30][C@H:29]3[N:32]([CH2:34][CH2:35][C@@]45[C@H]3C=C[C@H](O)[C@@H]4OC(C=25)=C(O)C=1)C.[OH2:36]. (3) The reactants are: Br[C:2]1[C:3]2[N:4]([C:9]([C:12]([NH:14][C:15]3[CH:20]=[CH:19][N:18]=[CH:17][CH:16]=3)=[O:13])=[CH:10][N:11]=2)[N:5]=[C:6]([Cl:8])[CH:7]=1.ClC1C=C(Cl)C2N(C(C(NC3C=CN=CC=3)=O)=CN=2)N=1.[N:41]1[CH:46]=[CH:45][CH:44]=[CH:43][C:42]=1[NH2:47].CC(C)([O-])C.[K+]. Given the product [Cl:8][C:6]1[CH:7]=[C:2]([NH:47][C:42]2[CH:43]=[CH:44][CH:45]=[CH:46][N:41]=2)[C:3]2[N:4]([C:9]([C:12]([NH:14][C:15]3[CH:20]=[CH:19][N:18]=[CH:17][CH:16]=3)=[O:13])=[CH:10][N:11]=2)[N:5]=1, predict the reactants needed to synthesize it. (4) Given the product [C:18]1([NH:24][N:25]=[CH:16][C:12]2[CH:13]=[CH:14][C:15]3[N:3]([CH2:1][CH3:2])[C:4]4[C:9]([C:10]=3[CH:11]=2)=[CH:8][CH:7]=[CH:6][CH:5]=4)[CH:23]=[CH:22][CH:21]=[CH:20][CH:19]=1, predict the reactants needed to synthesize it. The reactants are: [CH2:1]([N:3]1[C:15]2[CH:14]=[CH:13][C:12]([CH:16]=O)=[CH:11][C:10]=2[C:9]2[C:4]1=[CH:5][CH:6]=[CH:7][CH:8]=2)[CH3:2].[C:18]1([NH:24][NH2:25])[CH:23]=[CH:22][CH:21]=[CH:20][CH:19]=1. (5) Given the product [F:38][C:35]1[CH:34]=[CH:33][C:32]([C:29]2[CH:30]=[CH:31][N:17]3[C:18]=2[C:19]([NH:21][CH2:22][C:23]2[CH:28]=[CH:27][CH:26]=[CH:25][N:24]=2)=[N:20][C:15]([C:13]2[CH:14]=[C:9]([S:6]([NH2:5])(=[O:8])=[O:7])[CH:10]=[N:11][CH:12]=2)=[N:16]3)=[CH:37][CH:36]=1, predict the reactants needed to synthesize it. The reactants are: C([NH:5][S:6]([C:9]1[CH:10]=[N:11][CH:12]=[C:13]([C:15]2[N:20]=[C:19]([NH:21][CH2:22][C:23]3[CH:28]=[CH:27][CH:26]=[CH:25][N:24]=3)[C:18]3=[C:29]([C:32]4[CH:37]=[CH:36][C:35]([F:38])=[CH:34][CH:33]=4)[CH:30]=[CH:31][N:17]3[N:16]=2)[CH:14]=1)(=[O:8])=[O:7])(C)(C)C.Cl. (6) Given the product [NH2:13][CH2:2][C:3]1[CH:8]=[CH:7][C:6]([CH2:9][CH2:10][OH:12])=[CH:5][CH:4]=1, predict the reactants needed to synthesize it. The reactants are: Br[CH2:2][C:3]1[CH:8]=[CH:7][C:6]([CH2:9][C:10]([OH:12])=O)=[CH:5][CH:4]=1.[NH3:13].CCO.